From a dataset of Full USPTO retrosynthesis dataset with 1.9M reactions from patents (1976-2016). Predict the reactants needed to synthesize the given product. Given the product [NH2:1][C:2]1[NH:6][N:5]=[C:4]([CH3:7])[C:3]=1[C:8]([NH2:9])=[O:11], predict the reactants needed to synthesize it. The reactants are: [NH2:1][C:2]1[NH:6][N:5]=[C:4]([CH3:7])[C:3]=1[C:8]#[N:9].S(=O)(=O)(O)[OH:11].